Dataset: CYP1A2 inhibition data for predicting drug metabolism from PubChem BioAssay. Task: Regression/Classification. Given a drug SMILES string, predict its absorption, distribution, metabolism, or excretion properties. Task type varies by dataset: regression for continuous measurements (e.g., permeability, clearance, half-life) or binary classification for categorical outcomes (e.g., BBB penetration, CYP inhibition). Dataset: cyp1a2_veith. (1) The drug is CN(C)C(=O)c1ccc(-c2ccc3ncnc(Nc4ccccc4)c3c2)cc1. The result is 1 (inhibitor). (2) The compound is COCCCN1C(=O)C(=O)/C(=C(/O)c2ccc(OC)cc2C)C1c1cccnc1. The result is 0 (non-inhibitor).